Dataset: Experimentally validated miRNA-target interactions with 360,000+ pairs, plus equal number of negative samples. Task: Binary Classification. Given a miRNA mature sequence and a target amino acid sequence, predict their likelihood of interaction. (1) The miRNA is hsa-miR-1273h-5p with sequence CUGGGAGGUCAAGGCUGCAGU. The protein sequence of the target gene is MKRHEMVAKHLVMFYYFAQHLWPEQNIRDSFQKVTLRRYRKCGYENLQLRKGCKSVVECKQHKGDYSGLNQCLKTTLSKIFQCNKYVEVFHKISNSNRHKMRHTENKHFKCKECRKTFCMLSHLTQHKRIQTRVNFYKCEAYGRAFNWSSTLNKHKRIHTGEKPYKCKECGKAFNQTSHLIRHKRIHTEEKPYKCEECGKAFNQSSTLTTHNIIHTGEIPYKCEKCVRAFNQASKLTEHKLIHTGEKRYECEECGKAFNRSSKLTEHKYIHTGEKLYKCEECGKAFNQSSTLTTHKRIHS.... Result: 1 (interaction). (2) The miRNA is hsa-miR-99b-3p with sequence CAAGCUCGUGUCUGUGGGUCCG. The protein sequence of the target gene is MMSQSSGSGDGNDDEATTSKDGGFSSPSPSAAAAAQEVRSATDGNTSTTPPTSAKKRKLNSSSSSSSNSSNEREDFDSTSSSSSTPPLQPRDSASPSTSSFCLGVSVAASSHVPIQKKLRFEDTLEFVGFDAKMAEESSSSSSSSSPTAATSQQQQLKNKSILISSVASVHHANGLAKSSTTVSSFANSKPGSAKKLVIKNFKDKPKLPENYTDETWQKLKEAVEAIQNSTSIKYNLEELYQAVENLCSYKISANLYKQLRQICEDHIKAQIHQFREDSLDSVLFLKKIDRCWQNHCRQM.... Result: 0 (no interaction).